From a dataset of Buchwald-Hartwig C-N cross coupling reaction yields with 55,370 reactions. Predict the reaction yield, written as a fraction of the theoretical maximum amount of product (1.0 means a 100% yield; for example, 0.34 means a 34% yield). The reactants are CCc1ccc(Br)cc1.Cc1ccc(N)cc1.O=S(=O)(O[Pd]1c2ccccc2-c2ccccc2N~1)C(F)(F)F.CC(C)c1cc(C(C)C)c(-c2ccccc2P(C(C)(C)C)C(C)(C)C)c(C(C)C)c1.CCN=P(N=P(N(C)C)(N(C)C)N(C)C)(N(C)C)N(C)C.c1ccc(-c2cnoc2)cc1. No catalyst specified. The product is CCc1ccc(Nc2ccc(C)cc2)cc1. The yield is 0.268.